From a dataset of Forward reaction prediction with 1.9M reactions from USPTO patents (1976-2016). Predict the product of the given reaction. Given the reactants C([O:8][C:9]1[C:10]([CH3:24])=[C:11]([CH3:23])[C:12]([N:16]2[CH2:21][CH2:20][N:19]([CH3:22])[CH2:18][CH2:17]2)=[N:13][C:14]=1[CH3:15])C1C=CC=CC=1, predict the reaction product. The product is: [CH3:15][C:14]1[C:9]([OH:8])=[C:10]([CH3:24])[C:11]([CH3:23])=[C:12]([N:16]2[CH2:21][CH2:20][N:19]([CH3:22])[CH2:18][CH2:17]2)[N:13]=1.